Binary Classification. Given a drug SMILES string, predict its activity (active/inactive) in a high-throughput screening assay against a specified biological target. From a dataset of Cav3 T-type calcium channel HTS with 100,875 compounds. (1) The result is 0 (inactive). The drug is O(c1nn(c2ccccc2)c(=O)cc1)c1nc(N(C)C)nc(NCC)n1. (2) The compound is O=C(NCc1cc2OCOc2cc1)C1N(CCC1)C(=O)Nc1c(OC)cccc1. The result is 0 (inactive). (3) The result is 0 (inactive). The molecule is s1c2c(c(N)c1C(OC)=O)ccnc2.